This data is from Catalyst prediction with 721,799 reactions and 888 catalyst types from USPTO. The task is: Predict which catalyst facilitates the given reaction. (1) Reactant: [CH3:1][O:2][CH2:3][C:4]1[CH:9]=[CH:8][C:7]([C:10]([F:13])([F:12])[F:11])=[CH:6][C:5]=1[N+:14]([O-])=O.[H][H]. Product: [CH3:1][O:2][CH2:3][C:4]1[CH:9]=[CH:8][C:7]([C:10]([F:11])([F:12])[F:13])=[CH:6][C:5]=1[NH2:14]. The catalyst class is: 19. (2) Reactant: [Cl:1][C:2]1[CH:7]=[CH:6][N:5]=[C:4]2[CH:8]=[C:9]([C:11]3[N:16]=[C:15]([CH:17]=O)[CH:14]=[CH:13][CH:12]=3)[S:10][C:3]=12.[CH3:19][NH:20][CH3:21].[BH3-]C#N.[Na+].CC([O-])=O.[Na+]. Product: [Cl:1][C:2]1[CH:7]=[CH:6][N:5]=[C:4]2[CH:8]=[C:9]([C:11]3[N:16]=[C:15]([CH2:17][N:20]([CH3:21])[CH3:19])[CH:14]=[CH:13][CH:12]=3)[S:10][C:3]=12. The catalyst class is: 1.